This data is from Catalyst prediction with 721,799 reactions and 888 catalyst types from USPTO. The task is: Predict which catalyst facilitates the given reaction. (1) Reactant: C([O:8][C:9]1[CH:14]=[CH:13][C:12]([C:15]([C:17]2[CH:22]=[CH:21][C:20]([O:23][CH3:24])=[CH:19][C:18]=2[O:25][CH2:26][O:27][CH3:28])=[O:16])=[C:11]([CH3:29])[CH:10]=1)C1C=CC=CC=1. Product: [OH:8][C:9]1[CH:14]=[CH:13][C:12]([C:15]([C:17]2[CH:22]=[CH:21][C:20]([O:23][CH3:24])=[CH:19][C:18]=2[O:25][CH2:26][O:27][CH3:28])=[O:16])=[C:11]([CH3:29])[CH:10]=1. The catalyst class is: 481. (2) Reactant: ClC1C=CC(N[C:9](=[O:23])[C:10]2[CH:11]=[C:12]([CH:18]=[CH:19][C:20]=2[O:21][CH3:22])[C:13]([O:15]CC)=[O:14])=CC=1.[OH-:24].[K+].[ClH:26]. Product: [Cl:26][C:10]1[CH:11]=[CH:12][C:18]([C:11]2[C:10]([C:9]([OH:23])=[O:24])=[C:20]([O:21][CH3:22])[CH:19]=[CH:18][C:12]=2[C:13]([OH:15])=[O:14])=[CH:19][CH:20]=1. The catalyst class is: 5. (3) Reactant: [H-].[Al+3].[Li+].[H-].[H-].[H-].[CH3:7][C@@H:8]1[C:14]2[C:15]([CH2:17][C@H:18]([CH3:19])[C:13]=2[CH2:12][C@H:11]([C:20]([CH3:22])=[CH2:21])[CH2:10][CH2:9]1)=[O:16].[OH-].[Na+].[O-]S([O-])(=O)=O.[Mg+2]. Product: [CH3:19][C@@H:18]1[C:13]2[CH2:12][C@H:11]([C:20]([CH3:22])=[CH2:21])[CH2:10][CH2:9][C@H:8]([CH3:7])[C:14]=2[C@H:15]([OH:16])[CH2:17]1.[CH3:19][C@@H:18]1[C:13]2[CH2:12][C@H:11]([C:20]([CH3:22])=[CH2:21])[CH2:10][CH2:9][C@H:8]([CH3:7])[C:14]=2[C@@H:15]([OH:16])[CH2:17]1. The catalyst class is: 27.